Dataset: Peptide-MHC class I binding affinity with 185,985 pairs from IEDB/IMGT. Task: Regression. Given a peptide amino acid sequence and an MHC pseudo amino acid sequence, predict their binding affinity value. This is MHC class I binding data. (1) The peptide sequence is NHPNVELSL. The MHC is HLA-B38:01 with pseudo-sequence HLA-B38:01. The binding affinity (normalized) is 0.442. (2) The peptide sequence is YFVPNLKDM. The MHC is HLA-B14:02 with pseudo-sequence HLA-B14:02. The binding affinity (normalized) is 0.213. (3) The peptide sequence is GPSVASRAL. The MHC is HLA-B14:02 with pseudo-sequence HLA-B14:02. The binding affinity (normalized) is 0.213. (4) The peptide sequence is IYTTNDNNY. The MHC is HLA-A26:03 with pseudo-sequence HLA-A26:03. The binding affinity (normalized) is 0.0847. (5) The peptide sequence is TSSMRGVYY. The MHC is HLA-A29:02 with pseudo-sequence HLA-A29:02. The binding affinity (normalized) is 0.485.